Dataset: Forward reaction prediction with 1.9M reactions from USPTO patents (1976-2016). Task: Predict the product of the given reaction. (1) The product is: [F:1][C:2]1[CH:3]=[C:4]([N:16]2[CH2:21][CH2:20][O:19][CH2:18][CH2:17]2)[CH:5]=[CH:6][C:7]=1[CH2:8][N:9]1[CH2:14][CH2:13][N:12]([C:22]([O:23][N:24]2[C:28](=[O:29])[CH2:27][CH2:26][C:25]2=[O:30])=[O:31])[C@H:11]([CH3:15])[CH2:10]1. Given the reactants [F:1][C:2]1[CH:3]=[C:4]([N:16]2[CH2:21][CH2:20][O:19][CH2:18][CH2:17]2)[CH:5]=[CH:6][C:7]=1[CH2:8][N:9]1[CH2:14][CH2:13][NH:12][C@H:11]([CH3:15])[CH2:10]1.[C:22](=O)([O:31]N1C(=O)CCC1=O)[O:23][N:24]1[C:28](=[O:29])[CH2:27][CH2:26][C:25]1=[O:30].C(N(CC)CC)C, predict the reaction product. (2) Given the reactants Cl[C:2]1[N:3]=[N:4][C:5]([N:8]2[CH2:13][CH2:12][N:11]([CH:14]3[CH2:16][CH2:15]3)[CH2:10][CH2:9]2)=[CH:6][CH:7]=1.C(=O)([O-])[O-].[Na+].[Na+].[CH2:23]1[O:31][C:30]2[CH:29]=[CH:28][C:27](B(O)O)=[CH:26][C:25]=2[O:24]1, predict the reaction product. The product is: [O:24]1[C:25]2[CH:26]=[CH:27][C:28]([C:2]3[N:3]=[N:4][C:5]([N:8]4[CH2:13][CH2:12][N:11]([CH:14]5[CH2:16][CH2:15]5)[CH2:10][CH2:9]4)=[CH:6][CH:7]=3)=[CH:29][C:30]=2[O:31][CH2:23]1. (3) The product is: [CH3:35][N:34]([CH2:33][C:25]1[N:24]([CH3:23])[C:32]2[C:27]([CH:26]=1)=[CH:28][CH:29]=[CH:30][CH:31]=2)[C:16]([C:13]1[CH:14]=[CH:15][C:5]2[NH:4][C@H:3]([CH2:2][OH:1])[C:9](=[O:10])[N:8]([CH3:11])[CH2:7][C:6]=2[CH:12]=1)=[O:18]. Given the reactants [OH:1][CH2:2][C@@H:3]1[C:9](=[O:10])[N:8]([CH3:11])[CH2:7][C:6]2[CH:12]=[C:13]([C:16]([O:18]C(C)(C)C)=O)[CH:14]=[CH:15][C:5]=2[NH:4]1.[CH3:23][N:24]1[C:32]2[C:27](=[CH:28][CH:29]=[CH:30][CH:31]=2)[CH:26]=[C:25]1[CH2:33][NH:34][CH3:35].CCN(CC)CC.C1C=CC2N(O)N=NC=2C=1.O.CCN=C=NCCCN(C)C.Cl, predict the reaction product. (4) Given the reactants [CH:1](=[O:5])/[CH:2]=[CH:3]/[CH3:4].[CH3:6][N:7]1[C:15]2[C:10](=[CH:11][CH:12]=[CH:13][CH:14]=2)[CH:9]=[CH:8]1.C(O)(C(F)(F)F)=O.C([C@@H]1N[C@H](C(C)(C)C)N(C)C1=O)C1C=CC=CC=1, predict the reaction product. The product is: [CH3:6][N:7]1[C:15]2[C:10](=[CH:11][CH:12]=[CH:13][CH:14]=2)[C:9]([C@H:3]([CH3:4])[CH2:2][CH:1]=[O:5])=[CH:8]1. (5) Given the reactants [Cl:1][C:2]1[CH:3]=[N:4][C:5]2[N:6]([N:8]=[C:9]([C:11]([OH:13])=O)[CH:10]=2)[CH:7]=1.[CH3:14][O:15][C:16]1[CH:17]=[C:18]2[C:23](=[CH:24][CH:25]=1)[N:22]([CH3:26])[NH:21][CH2:20][CH2:19]2, predict the reaction product. The product is: [Cl:1][C:2]1[CH:3]=[N:4][C:5]2[N:6]([N:8]=[C:9]([C:11]([N:21]3[CH2:20][CH2:19][C:18]4[C:23](=[CH:24][CH:25]=[C:16]([O:15][CH3:14])[CH:17]=4)[N:22]3[CH3:26])=[O:13])[CH:10]=2)[CH:7]=1.